From a dataset of Peptide-MHC class II binding affinity with 134,281 pairs from IEDB. Regression. Given a peptide amino acid sequence and an MHC pseudo amino acid sequence, predict their binding affinity value. This is MHC class II binding data. The peptide sequence is FDPYGKTISATPESA. The MHC is HLA-DQA10101-DQB10501 with pseudo-sequence HLA-DQA10101-DQB10501. The binding affinity (normalized) is 0.120.